This data is from Reaction yield outcomes from USPTO patents with 853,638 reactions. The task is: Predict the reaction yield, written as a fraction of the theoretical maximum amount of product (1.0 means a 100% yield; for example, 0.34 means a 34% yield). The reactants are I[CH3:2].Cl.[CH3:4][N:5]1[C:9]2([CH2:14][CH2:13][CH:12]([N:15]3[CH:19]=[C:18]([C:20]4[C:21]([NH:38][CH2:39][CH:40]5[CH2:45][CH2:44][NH:43][CH2:42][CH2:41]5)=[N:22][C:23]([C:26]5[CH:31]=[CH:30][CH:29]=[C:28]([C:32]6[CH:33]=[N:34][N:35]([CH3:37])[CH:36]=6)[CH:27]=5)=[N:24][CH:25]=4)[CH:17]=[N:16]3)[CH2:11][CH2:10]2)[CH2:8][CH2:7][C:6]1=[O:46]. The catalyst is CN(C)C=O. The product is [CH3:4][N:5]1[C:9]2([CH2:10][CH2:11][CH:12]([N:15]3[CH:19]=[C:18]([C:20]4[C:21]([NH:38][CH2:39][CH:40]5[CH2:41][CH2:42][N:43]([CH3:2])[CH2:44][CH2:45]5)=[N:22][C:23]([C:26]5[CH:31]=[CH:30][CH:29]=[C:28]([C:32]6[CH:33]=[N:34][N:35]([CH3:37])[CH:36]=6)[CH:27]=5)=[N:24][CH:25]=4)[CH:17]=[N:16]3)[CH2:13][CH2:14]2)[CH2:8][CH2:7][C:6]1=[O:46]. The yield is 0.170.